From a dataset of Full USPTO retrosynthesis dataset with 1.9M reactions from patents (1976-2016). Predict the reactants needed to synthesize the given product. (1) Given the product [O:1]1[C:5]2[CH:6]=[CH:7][C:8]([C:10]3[S:11][CH:12]=[C:13]([C:15]([NH:23][C:22]4[NH:18][N:19]=[C:20]([C:49]5[O:40][CH:52]=[CH:51][CH:50]=5)[N:21]=4)=[O:17])[N:14]=3)=[CH:9][C:4]=2[CH2:3][CH2:2]1, predict the reactants needed to synthesize it. The reactants are: [O:1]1[C:5]2[CH:6]=[CH:7][C:8]([C:10]3[S:11][CH:12]=[C:13]([C:15]([OH:17])=O)[N:14]=3)=[CH:9][C:4]=2[CH2:3][CH2:2]1.[NH:18]1[C:22]([NH2:23])=[N:21][CH:20]=[N:19]1.F[P-](F)(F)(F)(F)F.N1([O:40]C(N(C)C)=[N+](C)C)C2C=CC=CC=2N=N1.N1C=[CH:52][CH:51]=[CH:50][CH:49]=1. (2) Given the product [CH2:22]([N:24]([CH2:25][CH3:26])[CH2:27][CH2:28][CH2:29][O:1][C:2]1[CH:7]=[CH:6][C:5]([C:8](=[O:10])[CH3:9])=[CH:4][CH:3]=1)[CH3:23], predict the reactants needed to synthesize it. The reactants are: [OH:1][C:2]1[CH:7]=[CH:6][C:5]([C:8](=[O:10])[CH3:9])=[CH:4][CH:3]=1.C(=O)([O-])[O-].[K+].[K+].S([O-])(=O)(=O)C.[CH2:22]([N:24]([CH:27](O)[CH2:28][CH3:29])[CH2:25][CH3:26])[CH3:23].CS(Cl)(=O)=O. (3) Given the product [Cl-:1].[CH2:16]([NH+:4]([CH2:2][CH3:3])[CH2:5][C:6]([C:8]1[CH:9]=[CH:10][C:11]([O:14][CH3:15])=[CH:12][CH:13]=1)=[O:7])[CH3:17], predict the reactants needed to synthesize it. The reactants are: [ClH:1].[CH2:2]([N:4]([CH2:16][CH3:17])[CH2:5][C:6]([C:8]1[CH:13]=[CH:12][C:11]([O:14][CH3:15])=[CH:10][CH:9]=1)=[O:7])[CH3:3]. (4) Given the product [Br:1][C:2]1[CH:3]=[N:4][CH:5]=[CH:6][C:7]=1[O:8][CH:9]1[CH2:10][CH2:11][N:12]([C:15]2[S:19][C:18]([C:20]#[N:22])=[N:17][N:16]=2)[CH2:13][CH2:14]1, predict the reactants needed to synthesize it. The reactants are: [Br:1][C:2]1[CH:3]=[N:4][CH:5]=[CH:6][C:7]=1[O:8][CH:9]1[CH2:14][CH2:13][N:12]([C:15]2[S:19][C:18]([C:20]([NH2:22])=O)=[N:17][N:16]=2)[CH2:11][CH2:10]1.C(N(CC)CC)C.FC(F)(F)S(OS(C(F)(F)F)(=O)=O)(=O)=O.O. (5) Given the product [Cl:22][CH2:23][CH2:24][CH2:25][CH:26]([C:30]1[CH:35]=[CH:34][C:33]([Cl:36])=[CH:32][C:31]=1[C:37]([F:40])([F:39])[F:38])[C:27]([NH2:4])=[O:28], predict the reactants needed to synthesize it. The reactants are: [Cl-].[NH4+].O[N:4]1C2C=CC=CC=2N=N1.C(N(C(C)C)CC)(C)C.[Cl:22][CH2:23][CH2:24][CH2:25][CH:26]([C:30]1[CH:35]=[CH:34][C:33]([Cl:36])=[CH:32][C:31]=1[C:37]([F:40])([F:39])[F:38])[C:27](O)=[O:28]. (6) The reactants are: [NH2:1][C:2]1[CH:9]=[CH:8][C:5]([C:6]#[N:7])=[CH:4][CH:3]=1.Cl[CH2:11][C:12]([N:14]1[CH2:19][CH2:18][CH:17]([CH2:20][C:21]2[CH:26]=[CH:25][C:24]([F:27])=[CH:23][CH:22]=2)[CH2:16][CH2:15]1)=[O:13]. Given the product [F:27][C:24]1[CH:25]=[CH:26][C:21]([CH2:20][CH:17]2[CH2:18][CH2:19][N:14]([C:12](=[O:13])[CH2:11][NH:1][C:2]3[CH:9]=[CH:8][C:5]([C:6]#[N:7])=[CH:4][CH:3]=3)[CH2:15][CH2:16]2)=[CH:22][CH:23]=1, predict the reactants needed to synthesize it.